This data is from Forward reaction prediction with 1.9M reactions from USPTO patents (1976-2016). The task is: Predict the product of the given reaction. (1) Given the reactants [Cl:1][C:2]1[CH:3]=[CH:4][C:5]([O:29][CH:30]2[CH2:32][CH2:31]2)=[C:6]([C:8]2[C:12]([NH:13]C(=O)OC(C)(C)C)=[CH:11][N:10](COCC[Si](C)(C)C)[N:9]=2)[CH:7]=1.N1C=C(NC(=O)[O-])C=N1.Cl.CO, predict the reaction product. The product is: [Cl:1][C:2]1[CH:3]=[CH:4][C:5]([O:29][CH:30]2[CH2:32][CH2:31]2)=[C:6]([C:8]2[C:12]([NH2:13])=[CH:11][NH:10][N:9]=2)[CH:7]=1. (2) Given the reactants [CH:1]1([N:7]([CH3:11])[CH2:8][CH2:9][NH2:10])[CH2:6][CH2:5][CH2:4][CH2:3][CH2:2]1.[Cl:12][CH2:13][C:14](O[C:14](=[O:15])[CH2:13][Cl:12])=[O:15], predict the reaction product. The product is: [Cl:12][CH2:13][C:14]([NH:10][CH2:9][CH2:8][N:7]([CH:1]1[CH2:6][CH2:5][CH2:4][CH2:3][CH2:2]1)[CH3:11])=[O:15]. (3) Given the reactants C(OC(C1C(O)=C2C=C(C3C=CC(F)=CC=3)N(C3C=CC=CC=3)C2=CN=1)=O)C.C([O:31][C:32]([C:34]1[C:38]([Br:39])=[C:37]([Br:40])[N:36]([CH3:41])[C:35]=1[CH2:42][N:43](C(OC(C)(C)C)=O)[CH2:44][C:45]([O:47][CH2:48][CH3:49])=[O:46])=O)C, predict the reaction product. The product is: [CH2:48]([O:47][C:45]([C:44]1[C:32]([OH:31])=[C:34]2[C:38]([Br:39])=[C:37]([Br:40])[N:36]([CH3:41])[C:35]2=[CH:42][N:43]=1)=[O:46])[CH3:49].